This data is from Reaction yield outcomes from USPTO patents with 853,638 reactions. The task is: Predict the reaction yield, written as a fraction of the theoretical maximum amount of product (1.0 means a 100% yield; for example, 0.34 means a 34% yield). (1) The reactants are Br[CH2:2][C:3]([C:5]1[CH:10]=[CH:9][C:8]([CH3:11])=[C:7]([CH3:12])[CH:6]=1)=[O:4].[CH3:13][CH:14](C)[CH2:15]N(C=CC)CC(C)C.[OH:25][CH2:26][C:27]([CH3:31])([CH2:29][OH:30])[CH3:28].S(=O)(=O)(O)O.C1(C)C=CC(S(O)(=O)=O)=CC=1. The catalyst is O.C(#N)C. The product is [CH3:28][C:27]1([CH3:31])[CH2:29][O:30][CH:13]([CH:14]([CH3:15])[CH2:2][C:3]([C:5]2[CH:10]=[CH:9][C:8]([CH3:11])=[C:7]([CH3:12])[CH:6]=2)=[O:4])[O:25][CH2:26]1. The yield is 0.840. (2) The catalyst is C1(C)C=CC=CC=1. The yield is 0.780. The reactants are [CH2:1]([OH:4])[CH2:2][OH:3].C1(C)C=CC(S(O)(=O)=O)=CC=1.[CH2:16]([O:23][C:24]([N:26]1[CH2:31][CH2:30][CH:29]([CH:32]=O)[CH2:28][CH2:27]1)=[O:25])[C:17]1[CH:22]=[CH:21][CH:20]=[CH:19][CH:18]=1. The product is [CH2:16]([O:23][C:24]([N:26]1[CH2:31][CH2:30][CH:29]([CH:32]2[O:4][CH2:1][CH2:2][O:3]2)[CH2:28][CH2:27]1)=[O:25])[C:17]1[CH:18]=[CH:19][CH:20]=[CH:21][CH:22]=1.